Predict the product of the given reaction. From a dataset of Forward reaction prediction with 1.9M reactions from USPTO patents (1976-2016). (1) Given the reactants O=C1C2C=C(C=O)C=CC=2C(=O)C2C1=CC=CC=2.[C:19]1([NH:25][C:26]2[CH:31]=[CH:30][CH:29]=[CH:28][C:27]=2[NH2:32])C=CC=CC=1.C1(C)C=CC=CC=1, predict the reaction product. The product is: [N:32]1[C:27]2[CH:28]=[CH:29][CH:30]=[CH:31][C:26]=2[NH:25][CH:19]=1. (2) Given the reactants Cl[CH2:2][C:3]([NH:5][C:6]1[CH:11]=[CH:10][CH:9]=[CH:8][C:7]=1[Cl:12])=[O:4].[CH3:13][C@H:14]1[CH2:19][NH:18][CH2:17][C@@H:16]([CH3:20])[NH:15]1.C(=O)([O-])O.[Na+], predict the reaction product. The product is: [Cl:12][C:7]1[CH:8]=[CH:9][CH:10]=[CH:11][C:6]=1[NH:5][C:3](=[O:4])[CH2:2][N:18]1[CH2:17][C@H:16]([CH3:20])[NH:15][C@H:14]([CH3:13])[CH2:19]1. (3) The product is: [C:23]1([S:20]([NH:19][C:15]2[CH:14]=[C:13]([CH:18]=[CH:17][CH:16]=2)[C:12]([NH:11][C:8]2[CH:7]=[CH:6][C:5]([C:4]([OH:30])=[O:3])=[CH:10][CH:9]=2)=[O:29])(=[O:22])=[O:21])[CH:24]=[CH:25][CH:26]=[CH:27][CH:28]=1. Given the reactants C([O:3][C:4](=[O:30])[C:5]1[CH:10]=[CH:9][C:8]([NH:11][C:12](=[O:29])[C:13]2[CH:18]=[CH:17][CH:16]=[C:15]([NH:19][S:20]([C:23]3[CH:28]=[CH:27][CH:26]=[CH:25][CH:24]=3)(=[O:22])=[O:21])[CH:14]=2)=[CH:7][CH:6]=1)C.[OH-].[K+].Cl, predict the reaction product.